Dataset: Full USPTO retrosynthesis dataset with 1.9M reactions from patents (1976-2016). Task: Predict the reactants needed to synthesize the given product. (1) Given the product [Cl:1][C:2]1[CH:3]=[CH:4][C:5]([O:8][C@H:9]2[C@@H:14]3[CH2:15][CH2:16][C@@H:11]([CH2:12][NH:13]3)[CH2:10]2)=[N:6][CH:7]=1, predict the reactants needed to synthesize it. The reactants are: [Cl:1][C:2]1[CH:3]=[CH:4][C:5]([O:8][C@H:9]2[C@@H:14]3[CH2:15][CH2:16][C@@H:11]([CH2:12][N:13]3C(OC(C)(C)C)=O)[CH2:10]2)=[N:6][CH:7]=1.Cl. (2) The reactants are: C1(P(C2C=CC=CC=2)C2C=CC=CC=2)C=CC=CC=1.N(C(OCC)=O)=NC(OCC)=O.[CH3:32][O:33][CH2:34][CH2:35][O:36][CH2:37][CH2:38]O.[CH3:40][O:41][C:42](=[O:57])[CH:43]([C:48]1[CH:53]=[CH:52][C:51]([N+:54]([O-:56])=[O:55])=[CH:50][CH:49]=1)[C:44]([O:46][CH3:47])=[O:45]. Given the product [CH3:40][O:41][C:42](=[O:57])[C:43]([CH2:38][CH2:37][O:36][CH2:35][CH2:34][O:33][CH3:32])([C:48]1[CH:53]=[CH:52][C:51]([N+:54]([O-:56])=[O:55])=[CH:50][CH:49]=1)[C:44]([O:46][CH3:47])=[O:45], predict the reactants needed to synthesize it. (3) Given the product [CH2:13]([NH:17][CH2:2][C:3]1[CH:4]=[C:5]2[C:10](=[CH:11][CH:12]=1)[N:9]=[CH:8][CH:7]=[N:6]2)[CH2:14][CH2:15][CH3:16], predict the reactants needed to synthesize it. The reactants are: Br[CH2:2][C:3]1[CH:4]=[C:5]2[C:10](=[CH:11][CH:12]=1)[N:9]=[CH:8][CH:7]=[N:6]2.[CH2:13]([NH2:17])[CH2:14][CH2:15][CH3:16]. (4) Given the product [C:8]([O:12][C:13]([N:15]1[CH2:6][CH2:5][CH2:4][N:16]1[C:17]1[CH:22]=[CH:21][CH:20]=[CH:19][C:18]=1[Cl:23])=[O:14])([CH3:11])([CH3:9])[CH3:10], predict the reactants needed to synthesize it. The reactants are: [H-].[Na+].Br[CH2:4][CH2:5][CH2:6]Br.[C:8]([O:12][C:13]([NH:15][NH:16][C:17]1[CH:22]=[CH:21][CH:20]=[CH:19][C:18]=1[Cl:23])=[O:14])([CH3:11])([CH3:10])[CH3:9]. (5) Given the product [F:22][C:21]([F:24])([F:23])[C:19]([N:3]1[CH2:2][CH2:1][C:7]2[CH:8]=[CH:9][CH:10]=[CH:11][C:6]=2[CH2:5][CH2:4]1)=[O:20], predict the reactants needed to synthesize it. The reactants are: [CH2:1]1[C:7]2[CH:8]=[CH:9][CH:10]=[CH:11][C:6]=2[CH2:5][CH2:4][NH:3][CH2:2]1.C(N(CC)CC)C.[C:19](O[C:19]([C:21]([F:24])([F:23])[F:22])=[O:20])([C:21]([F:24])([F:23])[F:22])=[O:20]. (6) The reactants are: [C:1]([CH:6]=P(C1C=CC=CC=1)(C1C=CC=CC=1)C1C=CC=CC=1)([O:3][CH2:4][CH3:5])=[O:2].[CH:26]1([OH:35])[CH:34]2[CH:29]([CH2:30][CH2:31][CH2:32][CH2:33]2)[CH2:28]O1. Given the product [OH:35][CH2:26][CH:34]1[CH2:33][CH2:32][CH2:31][CH2:30][CH:29]1/[CH:28]=[CH:6]/[C:1]([O:3][CH2:4][CH3:5])=[O:2], predict the reactants needed to synthesize it. (7) Given the product [C:51]([NH:50][CH:47]1[CH2:48][CH2:49][N:44]([CH2:35][C:31]2[CH:30]=[C:29]([CH:34]=[CH:33][CH:32]=2)[C:28]([NH:27][C:16]2[CH:17]=[CH:18][C:19]([N:21]3[CH2:26][CH2:25][CH2:24][CH2:23][CH2:22]3)=[CH:20][C:15]=2[C:11]2[CH:10]=[C:9]([CH:14]=[CH:13][N:12]=2)[C:8]([NH:7][CH2:6][C:5]2[CH:39]=[CH:40][CH:41]=[C:3]([C:2]([F:43])([F:42])[F:1])[CH:4]=2)=[O:38])=[O:37])[CH2:45][CH2:46]1)(=[O:53])[CH3:52], predict the reactants needed to synthesize it. The reactants are: [F:1][C:2]([F:43])([F:42])[C:3]1[CH:4]=[C:5]([CH:39]=[CH:40][CH:41]=1)[CH2:6][NH:7][C:8](=[O:38])[C:9]1[CH:14]=[CH:13][N:12]=[C:11]([C:15]2[CH:20]=[C:19]([N:21]3[CH2:26][CH2:25][CH2:24][CH2:23][CH2:22]3)[CH:18]=[CH:17][C:16]=2[NH:27][C:28](=[O:37])[C:29]2[CH:34]=[CH:33][CH:32]=[C:31]([CH2:35]Br)[CH:30]=2)[CH:10]=1.[NH:44]1[CH2:49][CH2:48][CH:47]([NH:50][C:51](=[O:53])[CH3:52])[CH2:46][CH2:45]1.[I-].[K+].C(=O)([O-])[O-].[K+].[K+].